This data is from Reaction yield outcomes from USPTO patents with 853,638 reactions. The task is: Predict the reaction yield, written as a fraction of the theoretical maximum amount of product (1.0 means a 100% yield; for example, 0.34 means a 34% yield). (1) The reactants are [C:1]1(P(C2C=CC=CC=2)C2C=CC=CC=2)[CH:6]=CC=C[CH:2]=1.CCOC(/N=N/C(OCC)=O)=O.[OH:32][C:33]1[CH:34]=[C:35]([C:39]2[C:47]3[C:42](=[CH:43][CH:44]=[C:45]([C:48]#[N:49])[CH:46]=3)[N:41](C3CCCCO3)[N:40]=2)[CH:36]=[CH:37][CH:38]=1.OC1C=C(C2C3[C:66](=CC=C(C#N)C=3)[N:65]([CH:74]3CCCCO3)N=2)C=CC=1.Cl. The catalyst is O1CCCC1. The product is [CH3:66][N:65]([CH3:74])[CH2:2][CH2:1][CH2:6][O:32][C:33]1[CH:34]=[C:35]([C:39]2[C:47]3[C:42](=[CH:43][CH:44]=[C:45]([C:48]#[N:49])[CH:46]=3)[NH:41][N:40]=2)[CH:36]=[CH:37][CH:38]=1. The yield is 0.560. (2) The reactants are C([NH:11][CH2:12][CH2:13][CH2:14][CH2:15][C:16]1[CH:21]=[CH:20][CH:19]=[CH:18][C:17]=1[O:22][CH2:23][CH:24]([OH:27])[CH2:25][OH:26])(OCC1C=CC=CC=1)=O.[H][H]. The catalyst is CO.[Pd]. The product is [OH:27][CH:24]([CH2:25][OH:26])[CH2:23][O:22][C:17]1[CH:18]=[CH:19][CH:20]=[CH:21][C:16]=1[CH2:15][CH2:14][CH2:13][CH2:12][NH2:11]. The yield is 0.660.